This data is from Forward reaction prediction with 1.9M reactions from USPTO patents (1976-2016). The task is: Predict the product of the given reaction. (1) Given the reactants Br[CH:2](Br)[C:3]([C:5]1[N:6]=[CH:7][S:8][C:9]=1[C:10]([F:13])([F:12])[F:11])=O.Cl.Cl.[N:17]1[CH:22]=[CH:21][C:20]([NH2:23])=[C:19]([NH2:24])[C:18]=1[NH2:25].C([O-])(O)=O.[Na+], predict the reaction product. The product is: [F:11][C:10]([F:13])([F:12])[C:9]1[S:8][CH:7]=[N:6][C:5]=1[C:3]1[N:25]=[C:18]2[N:17]=[CH:22][CH:21]=[C:20]([NH2:23])[C:19]2=[N:24][CH:2]=1. (2) Given the reactants [Cl:1][C:2]1[C:10]([O:11][CH2:12][CH:13]2[O:15][CH2:14]2)=[CH:9][C:8]([C:16]2[N:17]([C:32]([O:34][C:35]([CH3:38])([CH3:37])[CH3:36])=[O:33])[C:18]3[C:23]([CH:24]=2)=[CH:22][C:21]([CH2:25][N:26]2[CH2:31][CH2:30][CH2:29][CH2:28][CH2:27]2)=[CH:20][CH:19]=3)=[C:7]2[C:3]=1[CH2:4][NH:5][C:6]2=[O:39].[NH:40]1[CH2:45][CH2:44][CH2:43][CH2:42][CH2:41]1.O, predict the reaction product. The product is: [Cl:1][C:2]1[C:10]([O:11][CH2:12][CH:13]([OH:15])[CH2:14][N:40]2[CH2:45][CH2:44][CH2:43][CH2:42][CH2:41]2)=[CH:9][C:8]([C:16]2[N:17]([C:32]([O:34][C:35]([CH3:36])([CH3:38])[CH3:37])=[O:33])[C:18]3[C:23]([CH:24]=2)=[CH:22][C:21]([CH2:25][N:26]2[CH2:27][CH2:28][CH2:29][CH2:30][CH2:31]2)=[CH:20][CH:19]=3)=[C:7]2[C:3]=1[CH2:4][NH:5][C:6]2=[O:39]. (3) Given the reactants Cl[C:2]1[N:3]([C@@H:15]2[O:21][C@H:20]([CH2:22][OH:23])[C@@H:18]([OH:19])[C@H:16]2[OH:17])[C:4]2[C:9]([C:10]=1[CH:11]=[O:12])=[CH:8][C:7]([Cl:13])=[C:6]([Cl:14])[CH:5]=2.CO.C(Cl)(Cl)Cl.CO.O, predict the reaction product. The product is: [Cl:13][C:7]1[CH:8]=[C:9]2[C:4](=[CH:5][C:6]=1[Cl:14])[N:3]([C@@H:15]1[O:21][C@H:20]([CH2:22][OH:23])[C@@H:18]([OH:19])[C@H:16]1[OH:17])[C:2]([NH:3][CH:4]([CH3:9])[CH3:5])=[C:10]2[CH:11]=[O:12].